Dataset: Full USPTO retrosynthesis dataset with 1.9M reactions from patents (1976-2016). Task: Predict the reactants needed to synthesize the given product. (1) The reactants are: [C:1]([O:5][C:6](=[O:18])[NH:7][C@H:8]([C:10]1[CH:15]=[CH:14][CH:13]=[C:12]([CH:16]=O)[CH:11]=1)[CH3:9])([CH3:4])([CH3:3])[CH3:2].Cl.[NH2:20][OH:21]. Given the product [C:1]([O:5][C:6](=[O:18])[NH:7][C@H:8]([C:10]1[CH:15]=[CH:14][CH:13]=[C:12]([CH:16]=[N:20][OH:21])[CH:11]=1)[CH3:9])([CH3:4])([CH3:3])[CH3:2], predict the reactants needed to synthesize it. (2) Given the product [ClH:59].[ClH:59].[ClH:59].[CH3:57][O:56][C:54](=[O:55])[NH:53][CH:49]([C:48]([N:42]1[CH:41]([C:38]2[NH:37][C:36]([C:31]3[CH:30]=[CH:29][C:28]4[C:33](=[CH:34][CH:35]=[C:26]([C:23]5[CH:24]=[CH:25][C:20]([C:17]6[NH:16][C:15]([CH:9]7[CH2:10][CH:11]([C:13]#[N:14])[CH2:12][NH:8]7)=[N:19][CH:18]=6)=[CH:21][CH:22]=5)[CH:27]=4)[CH:32]=3)=[CH:40][N:39]=2)[CH2:47][C:44]2([CH2:45][CH2:46]2)[CH2:43]1)=[O:58])[CH:50]([CH3:52])[CH3:51], predict the reactants needed to synthesize it. The reactants are: C(OC([N:8]1[CH2:12][CH:11]([C:13]#[N:14])[CH2:10][CH:9]1[C:15]1[NH:16][C:17]([C:20]2[CH:25]=[CH:24][C:23]([C:26]3[CH:35]=[CH:34][C:33]4[C:28](=[CH:29][CH:30]=[C:31]([C:36]5[NH:37][C:38]([CH:41]6[CH2:47][C:44]7([CH2:46][CH2:45]7)[CH2:43][N:42]6[C:48](=[O:58])[CH:49]([NH:53][C:54]([O:56][CH3:57])=[O:55])[CH:50]([CH3:52])[CH3:51])=[N:39][CH:40]=5)[CH:32]=4)[CH:27]=3)=[CH:22][CH:21]=2)=[CH:18][N:19]=1)=O)(C)(C)C.[ClH:59]. (3) Given the product [OH:58][C@:51]1([CH2:50][NH:49][C:11]([C:10]2[C:3]3[C:4](=[N:5][CH:6]=[CH:7][C:2]=3[Cl:1])[N:8]([CH:14]3[CH2:17][O:16][CH2:15]3)[CH:9]=2)=[O:13])[CH2:56][CH2:55][CH2:54][C@@H:53]([CH3:57])[CH2:52]1, predict the reactants needed to synthesize it. The reactants are: [Cl:1][C:2]1[CH:7]=[CH:6][N:5]=[C:4]2[N:8]([CH:14]3[CH2:17][O:16][CH2:15]3)[CH:9]=[C:10]([C:11]([OH:13])=O)[C:3]=12.CCN(CC)CC.CN(C(ON1N=NC2C=CC=NC1=2)=[N+](C)C)C.F[P-](F)(F)(F)(F)F.[NH2:49][CH2:50][C@@:51]1([OH:58])[CH2:56][CH2:55][CH2:54][C@@H:53]([CH3:57])[CH2:52]1. (4) The reactants are: CCOCC.Br[C:7]1[C:20]2[O:19][C:18]3[C:13](=[CH:14][C:15]([C:22]([CH3:25])([CH3:24])[CH3:23])=[CH:16][C:17]=3Br)[C:12]([CH3:27])([CH3:26])[C:11]=2[CH:10]=[C:9]([C:28]([CH3:31])([CH3:30])[CH3:29])[CH:8]=1.[Li]CCCC.[Si:37]([Cl:41])(Cl)([CH3:39])[CH3:38]. Given the product [Cl:41][Si:37]([CH3:39])([CH3:38])[C:7]1[C:20]2[O:19][C:18]3[C:13](=[CH:14][C:15]([C:22]([CH3:25])([CH3:24])[CH3:23])=[CH:16][C:17]=3[Si:37]([Cl:41])([CH3:39])[CH3:38])[C:12]([CH3:27])([CH3:26])[C:11]=2[CH:10]=[C:9]([C:28]([CH3:31])([CH3:30])[CH3:29])[CH:8]=1, predict the reactants needed to synthesize it.